The task is: Binary Classification. Given a drug SMILES string, predict its activity (active/inactive) in a high-throughput screening assay against a specified biological target.. This data is from KCNQ2 potassium channel screen with 302,405 compounds. (1) The molecule is S(c1n(c2ccc(cc2)C)c(nn1)c1ncccc1)CC(=O)Nc1cc2OCOc2cc1. The result is 0 (inactive). (2) The drug is O=C(NCCC)Nc1cc(NC(=O)C)ccc1. The result is 0 (inactive). (3) The drug is S(=O)(=O)(N1CCN(CC1)c1ncccc1)c1c([N+]([O-])=O)cccc1. The result is 0 (inactive). (4) The compound is O=C(NC1CCCCC1)C(N(CC=C)C(=O)CNC(=O)c1occc1)c1ccc(OC)cc1. The result is 0 (inactive).